From a dataset of Merck oncology drug combination screen with 23,052 pairs across 39 cell lines. Regression. Given two drug SMILES strings and cell line genomic features, predict the synergy score measuring deviation from expected non-interaction effect. (1) Drug 1: COC1=C2CC(C)CC(OC)C(O)C(C)C=C(C)C(OC(N)=O)C(OC)C=CC=C(C)C(=O)NC(=CC1=O)C2=O. Drug 2: CCc1cnn2c(NCc3ccc[n+]([O-])c3)cc(N3CCCCC3CCO)nc12. Cell line: OVCAR3. Synergy scores: synergy=-25.4. (2) Synergy scores: synergy=-13.2. Drug 1: O=C(CCCCCCC(=O)Nc1ccccc1)NO. Drug 2: COC1=C2CC(C)CC(OC)C(O)C(C)C=C(C)C(OC(N)=O)C(OC)C=CC=C(C)C(=O)NC(=CC1=O)C2=O. Cell line: OVCAR3. (3) Drug 1: NC(=O)c1cccc2cn(-c3ccc(C4CCCNC4)cc3)nc12. Drug 2: NC1CCCCC1N.O=C(O)C(=O)O.[Pt+2]. Cell line: ES2. Synergy scores: synergy=-11.9. (4) Drug 1: Cc1nc(Nc2ncc(C(=O)Nc3c(C)cccc3Cl)s2)cc(N2CCN(CCO)CC2)n1. Drug 2: COC1CC2CCC(C)C(O)(O2)C(=O)C(=O)N2CCCCC2C(=O)OC(C(C)CC2CCC(OP(C)(C)=O)C(OC)C2)CC(=O)C(C)C=C(C)C(O)C(OC)C(=O)C(C)CC(C)C=CC=CC=C1C. Cell line: RKO. Synergy scores: synergy=58.3. (5) Drug 1: O=C(CCCCCCC(=O)Nc1ccccc1)NO. Drug 2: COC1CC2CCC(C)C(O)(O2)C(=O)C(=O)N2CCCCC2C(=O)OC(C(C)CC2CCC(OP(C)(C)=O)C(OC)C2)CC(=O)C(C)C=C(C)C(O)C(OC)C(=O)C(C)CC(C)C=CC=CC=C1C. Cell line: NCIH1650. Synergy scores: synergy=17.7. (6) Drug 1: CC1CC2C3CCC4=CC(=O)C=CC4(C)C3(F)C(O)CC2(C)C1(O)C(=O)CO. Synergy scores: synergy=-0.239. Drug 2: N#Cc1ccc(Cn2cncc2CN2CCN(c3cccc(Cl)c3)C(=O)C2)cc1. Cell line: MSTO. (7) Drug 1: O=P1(N(CCCl)CCCl)NCCCO1. Drug 2: CC1(c2nc3c(C(N)=O)cccc3[nH]2)CCCN1. Cell line: HCT116. Synergy scores: synergy=16.8. (8) Drug 1: C#Cc1cccc(Nc2ncnc3cc(OCCOC)c(OCCOC)cc23)c1. Drug 2: NC1CCCCC1N.O=C(O)C(=O)O.[Pt+2]. Cell line: NCIH520. Synergy scores: synergy=-14.8. (9) Drug 1: Nc1ccn(C2OC(CO)C(O)C2(F)F)c(=O)n1. Drug 2: CNC(=O)c1cc(Oc2ccc(NC(=O)Nc3ccc(Cl)c(C(F)(F)F)c3)cc2)ccn1. Cell line: ZR751. Synergy scores: synergy=-3.93.